From a dataset of Peptide-MHC class II binding affinity with 134,281 pairs from IEDB. Regression. Given a peptide amino acid sequence and an MHC pseudo amino acid sequence, predict their binding affinity value. This is MHC class II binding data. (1) The peptide sequence is ERKLHQQGRCRTCVY. The MHC is DRB1_0801 with pseudo-sequence DRB1_0801. The binding affinity (normalized) is 0.416. (2) The peptide sequence is EDDLLNRNNTFKPFA. The MHC is DRB1_1101 with pseudo-sequence DRB1_1101. The binding affinity (normalized) is 0.122. (3) The peptide sequence is RADEINAIFEENEVD. The MHC is DRB1_0901 with pseudo-sequence DRB1_0901. The binding affinity (normalized) is 0. (4) The peptide sequence is PADKYKTLEAAFTVS. The MHC is HLA-DPA10103-DPB10301 with pseudo-sequence HLA-DPA10103-DPB10301. The binding affinity (normalized) is 0. (5) The peptide sequence is MDVNPTLLFLKVPAQ. The MHC is DRB1_1302 with pseudo-sequence DRB1_1302. The binding affinity (normalized) is 0.451. (6) The MHC is HLA-DQA10501-DQB10301 with pseudo-sequence HLA-DQA10501-DQB10301. The binding affinity (normalized) is 0.216. The peptide sequence is KNVLKVGRLSAEELM.